Dataset: Forward reaction prediction with 1.9M reactions from USPTO patents (1976-2016). Task: Predict the product of the given reaction. Given the reactants [Br:1][C:2]1[CH:7]=[CH:6][C:5](/[CH:8]=[C:9](\[CH2:15][C:16]#[N:17])/[C:10]([O:12][CH2:13][CH3:14])=[O:11])=[C:4]([N+:18]([O-])=O)[CH:3]=1, predict the reaction product. The product is: [NH2:17][C:16]1[CH2:15][C:9]([C:10]([O:12][CH2:13][CH3:14])=[O:11])=[CH:8][C:5]2[CH:6]=[CH:7][C:2]([Br:1])=[CH:3][C:4]=2[N:18]=1.